This data is from Reaction yield outcomes from USPTO patents with 853,638 reactions. The task is: Predict the reaction yield, written as a fraction of the theoretical maximum amount of product (1.0 means a 100% yield; for example, 0.34 means a 34% yield). The catalyst is CN(C=O)C.CCOCC. The product is [CH3:23][O:24][C:25](=[O:36])[CH2:26][CH2:27][C:28]1[CH:33]=[CH:32][C:31]([S:34][C@H:7]([CH3:8])[CH2:6][CH2:5][O:4][C:3]2[CH:14]=[CH:15][C:16]([O:18][C:19]([F:20])([F:21])[F:22])=[CH:17][C:2]=2[Br:1])=[CH:30][C:29]=1[CH3:35]. The reactants are [Br:1][C:2]1[CH:17]=[C:16]([O:18][C:19]([F:22])([F:21])[F:20])[CH:15]=[CH:14][C:3]=1[O:4][CH2:5][CH2:6][C@@H:7](OS(C)(=O)=O)[CH3:8].[CH3:23][O:24][C:25](=[O:36])[CH2:26][CH2:27][C:28]1[CH:33]=[CH:32][C:31]([SH:34])=[CH:30][C:29]=1[CH3:35].C([O-])([O-])=O.[K+].[K+]. The yield is 0.830.